Dataset: NCI-60 drug combinations with 297,098 pairs across 59 cell lines. Task: Regression. Given two drug SMILES strings and cell line genomic features, predict the synergy score measuring deviation from expected non-interaction effect. (1) Drug 1: CN(C)C1=NC(=NC(=N1)N(C)C)N(C)C. Drug 2: CC1CCC2CC(C(=CC=CC=CC(CC(C(=O)C(C(C(=CC(C(=O)CC(OC(=O)C3CCCCN3C(=O)C(=O)C1(O2)O)C(C)CC4CCC(C(C4)OC)OCCO)C)C)O)OC)C)C)C)OC. Cell line: A549. Synergy scores: CSS=27.0, Synergy_ZIP=2.19, Synergy_Bliss=1.68, Synergy_Loewe=-25.4, Synergy_HSA=-1.23. (2) Drug 1: CC1=CC=C(C=C1)C2=CC(=NN2C3=CC=C(C=C3)S(=O)(=O)N)C(F)(F)F. Drug 2: C(CC(=O)O)C(=O)CN.Cl. Cell line: HS 578T. Synergy scores: CSS=1.88, Synergy_ZIP=-0.631, Synergy_Bliss=3.18, Synergy_Loewe=-0.0592, Synergy_HSA=0.524. (3) Drug 1: CC1=C(C=C(C=C1)NC(=O)C2=CC=C(C=C2)CN3CCN(CC3)C)NC4=NC=CC(=N4)C5=CN=CC=C5. Drug 2: COC1=C2C(=CC3=C1OC=C3)C=CC(=O)O2. Cell line: NCI/ADR-RES. Synergy scores: CSS=-3.03, Synergy_ZIP=2.75, Synergy_Bliss=2.68, Synergy_Loewe=2.59, Synergy_HSA=-2.31. (4) Drug 1: CNC(=O)C1=CC=CC=C1SC2=CC3=C(C=C2)C(=NN3)C=CC4=CC=CC=N4. Drug 2: C(CC(=O)O)C(=O)CN.Cl. Cell line: SK-MEL-28. Synergy scores: CSS=-6.22, Synergy_ZIP=-3.49, Synergy_Bliss=-11.2, Synergy_Loewe=-14.1, Synergy_HSA=-14.3.